This data is from Forward reaction prediction with 1.9M reactions from USPTO patents (1976-2016). The task is: Predict the product of the given reaction. (1) Given the reactants C([N:3]([CH2:6][CH3:7])CC)C.F[C:9](F)(F)[C:10](O)=O.[C:15](=O)([O-])O.[Na+].[C:20]([O:23][CH2:24][CH3:25])(=[O:22])[CH3:21], predict the reaction product. The product is: [O:22]=[C:20]1[C:21]2[C:25](=[CH:15][C:7]([C:6]#[N:3])=[CH:9][CH:10]=2)[CH2:24][O:23]1. (2) Given the reactants Br[C:2]1[CH:7]=[CH:6][C:5]([O:8][CH3:9])=[CH:4][C:3]=1[CH2:10][O:11]COC.FC1C=CC2[B:23](O)[O:22]CC=2C=1, predict the reaction product. The product is: [OH:22][B:23]1[C:2]2[CH:7]=[CH:6][C:5]([O:8][CH3:9])=[CH:4][C:3]=2[CH2:10][O:11]1. (3) The product is: [CH3:22][O:23][CH2:24][CH2:25][CH2:26][CH2:27][O:1][C:2]1[CH:3]=[C:4]([CH2:8][CH2:9][CH2:10][N:11]2[C:19](=[O:20])[C:18]3[C:13](=[CH:14][CH:15]=[CH:16][CH:17]=3)[C:12]2=[O:21])[CH:5]=[CH:6][CH:7]=1. Given the reactants [OH:1][C:2]1[CH:3]=[C:4]([CH2:8][CH2:9][CH2:10][N:11]2[C:19](=[O:20])[C:18]3[C:13](=[CH:14][CH:15]=[CH:16][CH:17]=3)[C:12]2=[O:21])[CH:5]=[CH:6][CH:7]=1.[CH3:22][O:23][CH2:24][CH2:25][CH2:26][CH2:27]O, predict the reaction product. (4) Given the reactants Br[C:2]1[CH:7]=[N:6][C:5]2=[C:8]([NH:11][CH2:12][CH2:13][CH2:14][CH2:15][CH2:16][OH:17])[S:9][N:10]=[C:4]2[CH:3]=1.[CH3:18][O:19][C:20]1[CH:21]=[C:22](B(O)O)[CH:23]=[CH:24][C:25]=1[O:26][CH3:27].C([O-])([O-])=O.[K+].[K+], predict the reaction product. The product is: [CH3:18][O:19][C:20]1[CH:21]=[C:22]([C:2]2[CH:7]=[N:6][C:5]3=[C:8]([NH:11][CH2:12][CH2:13][CH2:14][CH2:15][CH2:16][OH:17])[S:9][N:10]=[C:4]3[CH:3]=2)[CH:23]=[CH:24][C:25]=1[O:26][CH3:27]. (5) Given the reactants [CH3:1][O:2][C:3](=[O:34])[C:4]1[CH:9]=[C:8]([NH:10][C:11]2[CH:16]=[CH:15][CH:14]=[CH:13][CH:12]=2)[CH:7]=[C:6]([C:17](=[O:33])[C:18]2[CH:23]=[CH:22][C:21]([N:24]([C:26]3[CH:31]=[CH:30][C:29]([Cl:32])=[CH:28][CH:27]=3)[CH3:25])=[CH:20][N:19]=2)[CH:5]=1.[C:35](Cl)(=[O:37])[CH3:36].Cl, predict the reaction product. The product is: [CH3:1][O:2][C:3](=[O:34])[C:4]1[CH:9]=[C:8]([N:10]([C:11]2[CH:16]=[CH:15][CH:14]=[CH:13][CH:12]=2)[C:35](=[O:37])[CH3:36])[CH:7]=[C:6]([C:17](=[O:33])[C:18]2[CH:23]=[CH:22][C:21]([N:24]([C:26]3[CH:27]=[CH:28][C:29]([Cl:32])=[CH:30][CH:31]=3)[CH3:25])=[CH:20][N:19]=2)[CH:5]=1. (6) Given the reactants C([O:4][C@@H:5]([CH3:42])[C@@H:6]([NH:31][C:32]([O:34][CH2:35][C:36]1[CH:41]=[CH:40][CH:39]=[CH:38][CH:37]=1)=[O:33])[C:7]([N:9]1[CH2:13][CH2:12][CH2:11][C@H:10]1[C:14]([N:16]1[CH2:20][CH2:19][CH2:18][C@H:17]1[C:21]([NH:23][C@@H:24]([CH2:29][OH:30])[C:25]([O:27]C)=[O:26])=[O:22])=[O:15])=[O:8])(=O)C.CO.[NH3:45], predict the reaction product. The product is: [CH2:35]([O:34][C:32](=[O:33])[NH:31][C@H:6]([C@@H:5]([OH:4])[CH3:42])[C:7]([N:9]1[CH2:13][CH2:12][CH2:11][C@H:10]1[C:14]([N:16]1[CH2:20][CH2:19][CH2:18][C@H:17]1[C:21](=[O:22])[NH:23][C@@H:24]([CH2:29][OH:30])[C:25]([O:27][NH2:45])=[O:26])=[O:15])=[O:8])[C:36]1[CH:41]=[CH:40][CH:39]=[CH:38][CH:37]=1.